This data is from hERG Central: cardiac toxicity at 1µM, 10µM, and general inhibition. The task is: Predict hERG channel inhibition at various concentrations. The molecule is COc1ccc(CN2CCC(C(=O)c3ccc(Cl)cc3)CC2)cc1. Results: hERG_inhib (hERG inhibition (general)): blocker.